This data is from Reaction yield outcomes from USPTO patents with 853,638 reactions. The task is: Predict the reaction yield, written as a fraction of the theoretical maximum amount of product (1.0 means a 100% yield; for example, 0.34 means a 34% yield). (1) The catalyst is ClCCCl. The yield is 0.950. The reactants are [F:1][C:2]1[CH:9]=[CH:8][C:5]([CH:6]=O)=[CH:4][CH:3]=1.[NH:10]1[CH2:15][CH2:14][CH2:13][CH2:12][CH2:11]1.CC(O)=O. The product is [F:1][C:2]1[CH:9]=[CH:8][C:5]([CH2:6][N:10]2[CH2:15][CH2:14][CH2:13][CH2:12][CH2:11]2)=[CH:4][CH:3]=1. (2) The reactants are [CH3:1][N:2]1[CH:7]=[C:6](B2OC(C)(C)C(C)(C)O2)[C:5]2[CH:17]=[CH:18][N:19]([S:20]([C:23]3[CH:29]=[CH:28][C:26]([CH3:27])=[CH:25][CH:24]=3)(=[O:22])=[O:21])[C:4]=2[C:3]1=[O:30].Br[C:32]1[CH:37]=[C:36]([S:38]([CH3:41])(=[O:40])=[O:39])[CH:35]=[CH:34][C:33]=1[F:42].CC12CC3(C)P(C4C=CC=CC=4)C(C)(CC(C)(O3)O1)O2.P([O-])([O-])([O-])=O.[K+].[K+].[K+]. The catalyst is O1CCOCC1.O.C1C=CC(/C=C/C(/C=C/C2C=CC=CC=2)=O)=CC=1.C1C=CC(/C=C/C(/C=C/C2C=CC=CC=2)=O)=CC=1.C1C=CC(/C=C/C(/C=C/C2C=CC=CC=2)=O)=CC=1.[Pd].[Pd]. The product is [F:42][C:33]1[CH:32]=[CH:37][C:36]([S:38]([CH3:41])(=[O:40])=[O:39])=[CH:35][C:34]=1[C:6]1[C:5]2[CH:17]=[CH:18][N:19]([S:20]([C:23]3[CH:24]=[CH:25][C:26]([CH3:27])=[CH:28][CH:29]=3)(=[O:22])=[O:21])[C:4]=2[C:3](=[O:30])[N:2]([CH3:1])[CH:7]=1. The yield is 0.890. (3) The reactants are N1C=CC=CC=1.[C:7]([O:11][C:12]([N:14]1[CH2:19][CH2:18][CH:17]([C:20]([NH:22][NH:23][C:24]([C@@H:26]2[CH2:32][CH2:31][C@@H:30]3[CH2:33][N:27]2[C:28](=[O:42])[N:29]3[O:34][CH2:35][C:36]2[CH:41]=[CH:40][CH:39]=[CH:38][CH:37]=2)=O)=[O:21])[CH2:16][CH2:15]1)=[O:13])([CH3:10])([CH3:9])[CH3:8].O(S(C(F)(F)F)(=O)=O)S(C(F)(F)F)(=O)=O.C([O-])(O)=O.[Na+]. The catalyst is C(Cl)Cl. The product is [CH2:35]([O:34][N:29]1[C:28](=[O:42])[N:27]2[CH2:33][C@H:30]1[CH2:31][CH2:32][C@H:26]2[C:24]1[O:21][C:20]([CH:17]2[CH2:16][CH2:15][N:14]([C:12]([O:11][C:7]([CH3:10])([CH3:8])[CH3:9])=[O:13])[CH2:19][CH2:18]2)=[N:22][N:23]=1)[C:36]1[CH:41]=[CH:40][CH:39]=[CH:38][CH:37]=1. The yield is 0.820. (4) The reactants are [CH:1]([C:4]1[C:8]2[CH:9]=[CH:10][CH:11]=[CH:12][C:7]=2[O:6][C:5]=1[CH:13]=O)([CH3:3])[CH3:2].[CH3:15][NH2:16].C(O)C.[BH4-].[Na+]. The catalyst is CO. The product is [CH:1]([C:4]1[C:8]2[CH:9]=[CH:10][CH:11]=[CH:12][C:7]=2[O:6][C:5]=1[CH2:13][NH:16][CH3:15])([CH3:3])[CH3:2]. The yield is 0.850. (5) The reactants are [C:1]12([C:11]3[CH:22]=[CH:21][C:14]([O:15][CH2:16][CH2:17][C:18](O)=[O:19])=[C:13]([CH3:23])[CH:12]=3)[CH2:10][CH:5]3[CH2:6][CH:7]([CH2:9][CH:3]([CH2:4]3)[CH2:2]1)[CH2:8]2.[CH3:24][N:25]([CH3:29])[CH2:26][CH2:27][NH2:28]. No catalyst specified. The product is [C:1]12([C:11]3[CH:22]=[CH:21][C:14]([O:15][CH2:16][CH2:17][C:18]([NH:28][CH2:27][CH2:26][N:25]([CH3:29])[CH3:24])=[O:19])=[C:13]([CH3:23])[CH:12]=3)[CH2:10][CH:5]3[CH2:6][CH:7]([CH2:9][CH:3]([CH2:4]3)[CH2:2]1)[CH2:8]2. The yield is 0.934. (6) The reactants are Cl[S:2]([N:5]=[C:6]=[O:7])(=[O:4])=[O:3].[CH3:8][O:9][C:10]1[CH:16]=[CH:15][C:13]([NH2:14])=[CH:12][CH:11]=1.[Cl-].[Al+3].[Cl-].[Cl-]. The catalyst is [N+](CC)([O-])=O. The product is [CH3:8][O:9][C:10]1[CH:16]=[CH:15][C:13]2[NH:14][C:6](=[O:7])[NH:5][S:2](=[O:4])(=[O:3])[C:12]=2[CH:11]=1. The yield is 0.790.